From a dataset of Reaction yield outcomes from USPTO patents with 853,638 reactions. Predict the reaction yield, written as a fraction of the theoretical maximum amount of product (1.0 means a 100% yield; for example, 0.34 means a 34% yield). (1) The reactants are Cl[C:2]1[N:12]=[CH:11][C:10]([S:13]([N:16]2[CH2:21][CH2:20][N:19]([CH2:22][CH3:23])[CH2:18][CH2:17]2)(=[O:15])=[O:14])=[CH:9][C:3]=1[C:4]([O:6][CH2:7][CH3:8])=[O:5].[O-:24][CH2:25][CH3:26].[Na+]. The product is [CH2:25]([O:24][C:2]1[N:12]=[CH:11][C:10]([S:13]([N:16]2[CH2:21][CH2:20][N:19]([CH2:22][CH3:23])[CH2:18][CH2:17]2)(=[O:15])=[O:14])=[CH:9][C:3]=1[C:4]([O:6][CH2:7][CH3:8])=[O:5])[CH3:26]. The yield is 0.340. The catalyst is C(O)C. (2) The yield is 0.900. The catalyst is C1(C)C=CC=CC=1. The reactants are [NH2:1][CH2:2][CH2:3][C:4]#[N:5].C(N(CC)CC)C.FC(F)(F)S(O[Si:19]([CH3:22])([CH3:21])[CH3:20])(=O)=O. The product is [CH3:20][Si:19]([N:5]([Si:19]([CH3:22])([CH3:21])[CH3:20])[CH2:4][CH2:3][C:2]#[N:1])([CH3:22])[CH3:21]. (3) The reactants are [F:1][C:2]1[CH:32]=[CH:31][C:5]([CH2:6][N:7]2[C:12](=[O:13])[C:11]([C:14]3[NH:19][C:18]4[CH:20]=[CH:21][C:22](I)=[CH:23][C:17]=4[S:16](=[O:26])(=[O:25])[N:15]=3)=[C:10]([OH:27])[C:9]3=[CH:28][CH:29]=[CH:30][N:8]23)=[CH:4][CH:3]=1.P([O-])([O-])([O-])=O.[K+].[K+].[K+].N(CC(O)=O)C.[CH3:47][S:48]([NH2:51])(=[O:50])=[O:49]. The catalyst is CN(C)C=O.C(OCC)(=O)C.[Cu]I.C(OCC)C.CO. The product is [F:1][C:2]1[CH:32]=[CH:31][C:5]([CH2:6][N:7]2[C:12](=[O:13])[C:11]([C:14]3[NH:19][C:18]4[CH:20]=[CH:21][C:22]([NH:51][S:48]([CH3:47])(=[O:50])=[O:49])=[CH:23][C:17]=4[S:16](=[O:26])(=[O:25])[N:15]=3)=[C:10]([OH:27])[C:9]3=[CH:28][CH:29]=[CH:30][N:8]23)=[CH:4][CH:3]=1. The yield is 0.470. (4) The reactants are [CH2:1]([C@H:8]([NH:39][C:40](=[O:57])[C@H:41]([CH2:53][CH:54]([CH3:56])[CH3:55])[NH:42]C(OCC1C=CC=CC=1)=O)[C@@H:9]([OH:38])[CH2:10][C@@H:11]([NH:25][C:26](=[O:37])[C@H:27]([C:33]([CH3:36])([CH3:35])[CH3:34])[NH:28][C:29]([O:31][CH3:32])=[O:30])[CH2:12][C:13]1[CH:18]=[CH:17][C:16]([C:19]2[CH:24]=[CH:23][CH:22]=[CH:21][N:20]=2)=[CH:15][CH:14]=1)[C:2]1[CH:7]=[CH:6][CH:5]=[CH:4][CH:3]=1.Cl.[H][H]. The catalyst is C(OCC)(=O)C.CO.O1CCOCC1.[Pd]. The product is [CH2:1]([C@H:8]([NH:39][C:40](=[O:57])[C@H:41]([CH2:53][CH:54]([CH3:55])[CH3:56])[NH2:42])[C@@H:9]([OH:38])[CH2:10][C@@H:11]([NH:25][C:26](=[O:37])[C@H:27]([C:33]([CH3:36])([CH3:35])[CH3:34])[NH:28][C:29]([O:31][CH3:32])=[O:30])[CH2:12][C:13]1[CH:18]=[CH:17][C:16]([C:19]2[CH:24]=[CH:23][CH:22]=[CH:21][N:20]=2)=[CH:15][CH:14]=1)[C:2]1[CH:7]=[CH:6][CH:5]=[CH:4][CH:3]=1. The yield is 1.00. (5) The reactants are [S:1](Cl)([N:4]=C=O)(=[O:3])=[O:2].CC(O)(C)C.[NH2:13][C@@H:14]([CH2:25][C:26]1[O:27][C:28]([CH2:31][C:32]2[S:33][C:34]3[CH:40]=[C:39]([C:41]4[CH:46]=[CH:45][CH:44]=[CH:43][CH:42]=4)[CH:38]=[CH:37][C:35]=3[N:36]=2)=[N:29][N:30]=1)[C:15]([O:17][CH2:18][C:19]1[CH:24]=[CH:23][CH:22]=[CH:21][CH:20]=1)=[O:16]. The catalyst is C(Cl)Cl. The product is [C:41]1([C:39]2[CH:38]=[CH:37][C:35]3[N:36]=[C:32]([CH2:31][C:28]4[O:27][C:26]([CH2:25][C@H:14]([NH:13][S:1](=[O:3])(=[O:2])[NH2:4])[C:15]([O:17][CH2:18][C:19]5[CH:24]=[CH:23][CH:22]=[CH:21][CH:20]=5)=[O:16])=[N:30][N:29]=4)[S:33][C:34]=3[CH:40]=2)[CH:42]=[CH:43][CH:44]=[CH:45][CH:46]=1. The yield is 0.860. (6) The reactants are [Br:1][C:2]1[CH:10]=[CH:9][C:5]([CH:6]=[N:7][OH:8])=[C:4]([C:11]([F:14])([F:13])[F:12])[CH:3]=1.ClN1[C:20](=[O:21])[CH2:19][CH2:18][C:17]1=O.C(O)CC#C.C(N(CC)CC)C. The catalyst is CN(C=O)C.O.CC(OC)(C)C. The product is [Br:1][C:2]1[CH:10]=[CH:9][C:5]([C:6]2[CH:17]=[C:18]([CH2:19][CH2:20][OH:21])[O:8][N:7]=2)=[C:4]([C:11]([F:12])([F:13])[F:14])[CH:3]=1. The yield is 0.800.